Binary Classification. Given a T-cell receptor sequence (or CDR3 region) and an epitope sequence, predict whether binding occurs between them. From a dataset of TCR-epitope binding with 47,182 pairs between 192 epitopes and 23,139 TCRs. (1) The epitope is GVAMPNLYK. The TCR CDR3 sequence is CASSEYGRGGVEQPQHF. Result: 0 (the TCR does not bind to the epitope). (2) The epitope is QIKVRVKMV. The TCR CDR3 sequence is CASSNLLGGTEAFF. Result: 0 (the TCR does not bind to the epitope). (3) The epitope is KAYNVTQAF. The TCR CDR3 sequence is CASSLLGVYEQYF. Result: 1 (the TCR binds to the epitope).